From a dataset of Forward reaction prediction with 1.9M reactions from USPTO patents (1976-2016). Predict the product of the given reaction. (1) The product is: [CH3:1][C:2]1[CH:7]=[CH:6][CH:5]=[C:4]([NH:8][C:9]2[CH:10]=[CH:11][CH:12]=[CH:13][CH:14]=2)[C:3]=1[NH2:15]. Given the reactants [CH3:1][C:2]1[C:3]([N+:15]([O-])=O)=[C:4]([NH:8][C:9]2[CH:14]=[CH:13][CH:12]=[CH:11][CH:10]=2)[CH:5]=[CH:6][CH:7]=1, predict the reaction product. (2) Given the reactants [CH3:1][C:2]1[C:6]([C:7]2[C:15]3[C:10](=[N:11][CH:12]=[C:13]([C:16]4[CH:21]=[CH:20][C:19]([N:22]5[CH2:27][CH2:26][N:25](C(OC(C)(C)C)=O)[CH2:24][CH2:23]5)=[CH:18][CH:17]=4)[CH:14]=3)[NH:9][CH:8]=2)=[C:5]([CH3:35])[N:4]([CH2:36][C:37]2[CH:42]=[CH:41][CH:40]=[C:39]([CH3:43])[CH:38]=2)[N:3]=1.CO.[ClH:46].O1CCOCC1, predict the reaction product. The product is: [ClH:46].[CH3:1][C:2]1[C:6]([C:7]2[C:15]3[C:10](=[N:11][CH:12]=[C:13]([C:16]4[CH:17]=[CH:18][C:19]([N:22]5[CH2:27][CH2:26][NH:25][CH2:24][CH2:23]5)=[CH:20][CH:21]=4)[CH:14]=3)[NH:9][CH:8]=2)=[C:5]([CH3:35])[N:4]([CH2:36][C:37]2[CH:42]=[CH:41][CH:40]=[C:39]([CH3:43])[CH:38]=2)[N:3]=1. (3) Given the reactants [OH:1][C:2]1[CH:7]=[CH:6][C:5]([CH2:8][NH:9][C:10]2[CH:15]=[CH:14][C:13]([CH:16]([CH3:18])[CH3:17])=[CH:12][CH:11]=2)=[CH:4][C:3]=1[O:19][CH3:20].[CH:21]([C:24]1[CH:29]=[CH:28][CH:27]=[C:26]([CH:30]([CH3:32])[CH3:31])[C:25]=1[N:33]=[C:34]=[O:35])([CH3:23])[CH3:22], predict the reaction product. The product is: [CH:21]([C:24]1[CH:29]=[CH:28][CH:27]=[C:26]([CH:30]([CH3:31])[CH3:32])[C:25]=1[NH:33][C:34](=[O:35])[N:9]([CH2:8][C:5]1[CH:6]=[CH:7][C:2]([OH:1])=[C:3]([O:19][CH3:20])[CH:4]=1)[C:10]1[CH:15]=[CH:14][C:13]([CH:16]([CH3:18])[CH3:17])=[CH:12][CH:11]=1)([CH3:22])[CH3:23]. (4) The product is: [NH2:7][C:5]1[S:6][C:2]([CH3:1])=[CH:3][C:4]=1[C:15]#[N:14]. Given the reactants [CH3:1][C:2]1[S:6][C:5]2[NH:7]C3C=CC=CC=3[N:14]=[C:15](N3CCN(C)CC3)[C:4]=2[CH:3]=1.C(=O)CC.[S].CN(C)C=O, predict the reaction product.